From a dataset of Forward reaction prediction with 1.9M reactions from USPTO patents (1976-2016). Predict the product of the given reaction. (1) Given the reactants Cl.[CH:2]1[CH:3]=[CH:4][C:5]2N(O)N=N[C:6]=2[CH:7]=1.[OH2:12].[C:13]([O:17][C:18]([NH:20][C@@H:21]([C@@H:30]([CH3:33])[CH2:31][CH3:32])[C:22]([NH:24][CH2:25][CH2:26][C:27]([OH:29])=O)=[O:23])=[O:19])([CH3:16])([CH3:15])[CH3:14], predict the reaction product. The product is: [CH3:33][C@@H:30]([CH2:31][CH3:32])[C@H:21]([NH:20][C:18](=[O:19])[O:17][C:13]([CH3:14])([CH3:15])[CH3:16])[C:22](=[O:23])[NH:24][CH2:25][CH2:26][C:27](=[O:29])[NH:20][C:21](=[O:12])[CH2:22][C:2]1[CH:3]=[CH:4][C:5]([CH2:33][CH2:30][CH2:31][CH2:32][C:2]2[CH:7]=[CH:6][CH:5]=[CH:4][CH:3]=2)=[CH:6][CH:7]=1. (2) Given the reactants O=[C:2]1[CH2:7][CH2:6][N:5]([C:8]2[CH:13]=[CH:12][C:11]([NH:14][S:15]([C:18]3[CH:23]=[CH:22][C:21]([NH:24][C:25](=[O:27])[CH3:26])=[CH:20][CH:19]=3)(=[O:17])=[O:16])=[CH:10][CH:9]=2)[CH2:4][CH2:3]1.[CH:28]1[C:33]([C@H:34]([OH:37])[CH2:35][NH2:36])=[CH:32][C:31]([OH:38])=[C:30]([OH:39])[CH:29]=1, predict the reaction product. The product is: [OH:38][C:31]1[CH:32]=[C:33]([C@@H:34]([OH:37])[CH2:35][NH:36][CH:2]2[CH2:3][CH2:4][N:5]([C:8]3[CH:9]=[CH:10][C:11]([NH:14][S:15]([C:18]4[CH:19]=[CH:20][C:21]([NH:24][C:25](=[O:27])[CH3:26])=[CH:22][CH:23]=4)(=[O:16])=[O:17])=[CH:12][CH:13]=3)[CH2:6][CH2:7]2)[CH:28]=[CH:29][C:30]=1[OH:39]. (3) Given the reactants [F:1][C:2]1[CH:7]=[CH:6][C:5]([N+:8]([O-:10])=[O:9])=[CH:4][C:3]=1B(O)O.CC12CC3(C)P(C4C=CC=CC=4)C(C)(CC(C)(O3)O1)O2.P([O-])([O-])([O-])=O.[K+].[K+].[K+].Br[C:43]1[N:44]([CH2:54][O:55][CH2:56][CH2:57][Si:58]([CH3:61])([CH3:60])[CH3:59])[C:45]([CH3:53])=[C:46]2[C:51]=1[CH2:50][CH2:49][NH:48][C:47]2=[O:52].CC1NC(=O)C2C(=C(C3C=CC=CC=3OC3C=CC=CC=3)NC=2C)N=1.[Cl-].[Na+], predict the reaction product. The product is: [F:1][C:2]1[CH:7]=[CH:6][C:5]([N+:8]([O-:10])=[O:9])=[CH:4][C:3]=1[C:43]1[N:44]([CH2:54][O:55][CH2:56][CH2:57][Si:58]([CH3:59])([CH3:61])[CH3:60])[C:45]([CH3:53])=[C:46]2[C:51]=1[CH2:50][CH2:49][NH:48][C:47]2=[O:52]. (4) Given the reactants [NH2:1][C:2]1[C:3]([O:17][CH3:18])=[C:4]([C:8]([N:10]2[CH2:15][CH2:14][N:13]([CH3:16])[CH2:12][CH2:11]2)=[O:9])[CH:5]=[CH:6][CH:7]=1.[CH3:19][S:20]([N:23]([CH3:47])[C:24]1[CH:29]=[CH:28][CH:27]=[CH:26][C:25]=1[C:30]1[N:38]2[C:33]([CH:34]=[N:35][C:36](OS(C(F)(F)F)(=O)=O)=[N:37]2)=[CH:32][CH:31]=1)(=[O:22])=[O:21].C(N(CC)C(C)C)(C)C.COCC(O)C, predict the reaction product. The product is: [CH3:18][O:17][C:3]1[C:4]([C:8]([N:10]2[CH2:11][CH2:12][N:13]([CH3:16])[CH2:14][CH2:15]2)=[O:9])=[CH:5][CH:6]=[CH:7][C:2]=1[NH:1][C:36]1[N:35]=[CH:34][C:33]2=[CH:32][CH:31]=[C:30]([C:25]3[CH:26]=[CH:27][CH:28]=[CH:29][C:24]=3[N:23]([CH3:47])[S:20]([CH3:19])(=[O:22])=[O:21])[N:38]2[N:37]=1. (5) Given the reactants [C:1]([O:5][C:6]([NH:8][CH:9]1[CH2:14][CH2:13][NH:12][CH2:11][CH2:10]1)=[O:7])([CH3:4])([CH3:3])[CH3:2].C(N(CC)CC)C.Cl[CH2:23][C:24]([O:26][CH2:27][CH2:28][CH2:29][CH3:30])=[O:25].O, predict the reaction product. The product is: [C:1]([O:5][C:6]([NH:8][CH:9]1[CH2:10][CH2:11][N:12]([CH2:23][C:24]([O:26][CH2:27][CH2:28][CH2:29][CH3:30])=[O:25])[CH2:13][CH2:14]1)=[O:7])([CH3:4])([CH3:2])[CH3:3]. (6) Given the reactants Cl.[NH2:2][CH:3]([C:8]1[CH:13]=[CH:12][C:11]([Br:14])=[CH:10][CH:9]=1)[C:4](OC)=[O:5].[NH3:15], predict the reaction product. The product is: [NH2:2][CH:3]([C:8]1[CH:13]=[CH:12][C:11]([Br:14])=[CH:10][CH:9]=1)[C:4]([NH2:15])=[O:5]. (7) The product is: [Br:1][C:2]1[CH:3]=[C:4]([CH2:20][C:21]([OH:23])=[O:22])[CH:5]=[CH:6][C:7]=1[NH:8][C:9]([C:11]1[C:19]2[C:14](=[CH:15][CH:16]=[CH:17][CH:18]=2)[NH:13][CH:12]=1)=[O:10]. Given the reactants [Br:1][C:2]1[CH:3]=[C:4]([CH2:20][C:21]([O:23]CC)=[O:22])[CH:5]=[CH:6][C:7]=1[NH:8][C:9]([C:11]1[C:19]2[C:14](=[CH:15][CH:16]=[CH:17][CH:18]=2)[NH:13][CH:12]=1)=[O:10].[OH-].[Na+], predict the reaction product.